From a dataset of Full USPTO retrosynthesis dataset with 1.9M reactions from patents (1976-2016). Predict the reactants needed to synthesize the given product. (1) Given the product [Si:1]([O:8][CH2:9][CH:10]1[CH:15]([OH:16])[CH2:14][CH2:13][CH2:12][NH:11]1)([C:4]([CH3:7])([CH3:6])[CH3:5])([CH3:3])[CH3:2], predict the reactants needed to synthesize it. The reactants are: [Si:1]([O:8][CH2:9][C:10]1[C:15]([OH:16])=[CH:14][CH:13]=[CH:12][N:11]=1)([C:4]([CH3:7])([CH3:6])[CH3:5])([CH3:3])[CH3:2].CCO. (2) Given the product [Cl:31][C:25]1[CH:26]=[C:27]([Cl:30])[CH:28]=[CH:29][C:24]=1[C:22]1[N:23]=[C:19]([C@@H:18]([NH:34][C:35](=[O:42])[CH2:36][CH2:37][CH2:38][C:39](=[O:40])[NH:49][CH2:48][C:47]2[CH:50]=[CH:51][CH:52]=[C:45]([F:44])[CH:46]=2)[CH2:17][C:14]2[CH:13]=[CH:12][C:11]([O:10][C:7]3[CH:8]=[CH:9][C:4]([C:3]([OH:2])=[O:43])=[CH:5][CH:6]=3)=[CH:16][CH:15]=2)[N:20]([CH2:32][CH3:33])[CH:21]=1, predict the reactants needed to synthesize it. The reactants are: C[O:2][C:3](=[O:43])[C:4]1[CH:9]=[CH:8][C:7]([O:10][C:11]2[CH:16]=[CH:15][C:14]([CH2:17][C@H:18]([NH:34][C:35](=[O:42])[CH2:36][CH2:37][CH2:38][C:39](O)=[O:40])[C:19]3[N:20]([CH2:32][CH3:33])[CH:21]=[C:22]([C:24]4[CH:29]=[CH:28][C:27]([Cl:30])=[CH:26][C:25]=4[Cl:31])[N:23]=3)=[CH:13][CH:12]=2)=[CH:6][CH:5]=1.[F:44][C:45]1[CH:46]=[C:47]([CH:50]=[CH:51][CH:52]=1)[CH2:48][NH2:49].